This data is from Forward reaction prediction with 1.9M reactions from USPTO patents (1976-2016). The task is: Predict the product of the given reaction. (1) Given the reactants C[Si](C)(C)[C:3]1[CH:8]=[CH:7][C:6]([C:9]2[CH:14]=[CH:13][C:12]([C:15]3[CH:20]=[CH:19][C:18]([CH2:21][CH2:22][CH3:23])=[CH:17][CH:16]=3)=[CH:11][C:10]=2[F:24])=[C:5]([F:25])[C:4]=1[F:26].[I:29]Cl, predict the reaction product. The product is: [F:25][C:5]1[C:4]([F:26])=[C:3]([I:29])[CH:8]=[CH:7][C:6]=1[C:9]1[CH:14]=[CH:13][C:12]([C:15]2[CH:20]=[CH:19][C:18]([CH2:21][CH2:22][CH3:23])=[CH:17][CH:16]=2)=[CH:11][C:10]=1[F:24]. (2) Given the reactants [Cl:1][CH2:2][CH2:3][CH2:4][C:5](=[O:7])[CH3:6].[C-]#[N:9].[Na+].[CH2:11]([NH2:18])[C:12]1[CH:17]=[CH:16][CH:15]=[CH:14][CH:13]=1.O.[CH2:20]([OH:22])[CH3:21], predict the reaction product. The product is: [Cl:1][CH2:2][CH2:3][CH2:4][C:5](=[O:7])[CH3:6].[CH2:6]([N:9]1[CH2:15][CH2:16][CH2:17][C:12]1([C:11]#[N:18])[CH3:13])[C:5]1[CH:21]=[CH:20][CH:2]=[CH:3][CH:4]=1.[CH3:16][C:17]([CH:12]1[CH2:11][CH2:15][CH2:14][CH2:13]1)=[O:22].